Task: Regression. Given two drug SMILES strings and cell line genomic features, predict the synergy score measuring deviation from expected non-interaction effect.. Dataset: NCI-60 drug combinations with 297,098 pairs across 59 cell lines (1) Drug 1: C1CN1C2=NC(=NC(=N2)N3CC3)N4CC4. Drug 2: C1CCC(CC1)NC(=O)N(CCCl)N=O. Cell line: COLO 205. Synergy scores: CSS=26.9, Synergy_ZIP=1.11, Synergy_Bliss=1.40, Synergy_Loewe=-11.9, Synergy_HSA=2.67. (2) Drug 1: CC1=C(C(CCC1)(C)C)C=CC(=CC=CC(=CC(=O)O)C)C. Drug 2: C1CNP(=O)(OC1)N(CCCl)CCCl. Cell line: K-562. Synergy scores: CSS=1.47, Synergy_ZIP=-3.39, Synergy_Bliss=-5.09, Synergy_Loewe=-4.07, Synergy_HSA=-3.89. (3) Drug 1: C1CCC(C(C1)N)N.C(=O)(C(=O)[O-])[O-].[Pt+4]. Drug 2: C1CN(P(=O)(OC1)NCCCl)CCCl. Cell line: RPMI-8226. Synergy scores: CSS=26.0, Synergy_ZIP=-23.6, Synergy_Bliss=-41.4, Synergy_Loewe=-37.5, Synergy_HSA=-37.5.